This data is from Forward reaction prediction with 1.9M reactions from USPTO patents (1976-2016). The task is: Predict the product of the given reaction. (1) Given the reactants C([O:3][C:4]([C:6]1[N:7]([CH3:20])[N:8]=[C:9]([C:12]2[C:17]([F:18])=[CH:16][C:15]([Cl:19])=[CH:14][N:13]=2)[C:10]=1[CH3:11])=[O:5])C.[OH-].[Na+].Cl, predict the reaction product. The product is: [Cl:19][C:15]1[CH:16]=[C:17]([F:18])[C:12]([C:9]2[C:10]([CH3:11])=[C:6]([C:4]([OH:5])=[O:3])[N:7]([CH3:20])[N:8]=2)=[N:13][CH:14]=1. (2) Given the reactants [Cl:1][C:2]1[CH:7]=[CH:6][CH:5]=[CH:4][C:3]=1[CH2:8][N:9]1[CH:13]=[C:12]([C:14]2[CH:19]=[C:18]([C:20]3[N:21]=[N:22][NH:23][N:24]=3)[CH:17]=[CH:16][N:15]=2)[N:11]=[CH:10]1.[C:25]([O:31][CH2:32]CCl)(=[O:30])[C:26]([CH3:29])([CH3:28])[CH3:27].C(=O)([O-])[O-].[K+].[K+], predict the reaction product. The product is: [C:25]([O:31][CH2:32][N:22]1[N:23]=[N:24][C:20]([C:18]2[CH:17]=[CH:16][N:15]=[C:14]([C:12]3[N:11]=[CH:10][N:9]([CH2:8][C:3]4[CH:4]=[CH:5][CH:6]=[CH:7][C:2]=4[Cl:1])[CH:13]=3)[CH:19]=2)=[N:21]1)(=[O:30])[C:26]([CH3:29])([CH3:28])[CH3:27]. (3) Given the reactants [C:1]([C:3]1[CH:8]=[CH:7][C:6]([C:9]2[CH:10]=[N:11][N:12]([CH2:14][C:15]3[CH:16]=[C:17]([CH:37]=[CH:38][CH:39]=3)[C:18]([NH:20][C:21]3[S:22][C:23]4[CH2:29][C@@H:28]([NH:30][CH2:31][CH2:32][C:33]([F:36])([F:35])[F:34])[CH2:27][CH2:26][C:24]=4[N:25]=3)=[O:19])[CH:13]=2)=[CH:5][CH:4]=1)#[N:2].C=O.[C:42]([BH3-])#N.[Na+], predict the reaction product. The product is: [C:1]([C:3]1[CH:8]=[CH:7][C:6]([C:9]2[CH:10]=[N:11][N:12]([CH2:14][C:15]3[CH:16]=[C:17]([CH:37]=[CH:38][CH:39]=3)[C:18]([NH:20][C:21]3[S:22][C:23]4[CH2:29][C@@H:28]([N:30]([CH3:42])[CH2:31][CH2:32][C:33]([F:36])([F:35])[F:34])[CH2:27][CH2:26][C:24]=4[N:25]=3)=[O:19])[CH:13]=2)=[CH:5][CH:4]=1)#[N:2]. (4) Given the reactants Cl[C:2]1[N:7]=[N:6][C:5]([O:8][CH:9]2[CH:14]3[CH2:15][CH2:16][N:11]([CH2:12][CH2:13]3)[CH2:10]2)=[CH:4][CH:3]=1.[NH:17]1[C:25]2[C:20](=[CH:21][C:22](B(O)O)=[CH:23][CH:24]=2)[CH:19]=[CH:18]1.N, predict the reaction product. The product is: [N:11]12[CH2:16][CH2:15][CH:14]([CH2:13][CH2:12]1)[CH:9]([O:8][C:5]1[N:6]=[N:7][C:2]([C:22]3[CH:21]=[C:20]4[C:25](=[CH:24][CH:23]=3)[NH:17][CH:18]=[CH:19]4)=[CH:3][CH:4]=1)[CH2:10]2. (5) Given the reactants Cl.[CH:2]1([CH2:5][O:6][C:7]2[CH:12]=[CH:11][C:10]([F:13])=[CH:9][C:8]=2[C:14]2[C:15]3[NH:22][C:21]([CH3:23])=[C:20]([C:24]([NH:26][C@@H:27]4[CH2:32][CH2:31][NH:30][CH2:29][C@H:28]4[OH:33])=[O:25])[C:16]=3[N:17]=[CH:18][N:19]=2)[CH2:4][CH2:3]1.[C:34](Cl)(=[O:36])[CH3:35], predict the reaction product. The product is: [C:34]([N:30]1[CH2:31][CH2:32][C@@H:27]([NH:26][C:24]([C:20]2[C:16]3[N:17]=[CH:18][N:19]=[C:14]([C:8]4[CH:9]=[C:10]([F:13])[CH:11]=[CH:12][C:7]=4[O:6][CH2:5][CH:2]4[CH2:4][CH2:3]4)[C:15]=3[NH:22][C:21]=2[CH3:23])=[O:25])[C@H:28]([OH:33])[CH2:29]1)(=[O:36])[CH3:35]. (6) Given the reactants [C:1]([C:4]1[C:8]([NH:9][C:10]([NH2:12])=[O:11])=[CH:7][N:6]([C:13]2[CH:18]=[CH:17][C:16]([S:19][C:20]3[CH:25]=[CH:24][N:23]=[CH:22][CH:21]=3)=[CH:15][CH:14]=2)[N:5]=1)(=[O:3])[NH2:2].[OH:26]O, predict the reaction product. The product is: [C:1]([C:4]1[C:8]([NH:9][C:10]([NH2:12])=[O:11])=[CH:7][N:6]([C:13]2[CH:14]=[CH:15][C:16]([S:19]([C:20]3[CH:25]=[CH:24][N:23]=[CH:22][CH:21]=3)=[O:26])=[CH:17][CH:18]=2)[N:5]=1)(=[O:3])[NH2:2].